Predict which catalyst facilitates the given reaction. From a dataset of Catalyst prediction with 721,799 reactions and 888 catalyst types from USPTO. (1) Reactant: Cl.[Br:2][C:3]1[CH:8]=[CH:7][C:6]([N:9]([CH2:21][CH2:22][O:23][Si](C(C)(C)C)(C)C)[C:10]([C:12]2[C:13]([Cl:20])=[N:14][C:15]([CH3:19])=[N:16][C:17]=2[Cl:18])=[O:11])=[CH:5][CH:4]=1.C([O-])(O)=O.[Na+]. Product: [Br:2][C:3]1[CH:4]=[CH:5][C:6]([N:9]([CH2:21][CH2:22][OH:23])[C:10]([C:12]2[C:17]([Cl:18])=[N:16][C:15]([CH3:19])=[N:14][C:13]=2[Cl:20])=[O:11])=[CH:7][CH:8]=1. The catalyst class is: 5. (2) Reactant: C(N=C=NCCCN(C)C)C.ON1C2C=CC=CC=2N=N1.[CH3:22][O:23][C:24]1[CH:25]=[C:26]([CH2:32][CH2:33][CH2:34][C:35]([OH:37])=O)[CH:27]=[CH:28][C:29]=1[O:30][CH3:31].[NH2:38][C:39]1[CH:44]=[CH:43][C:42]([CH2:45][C:46]2[S:61][C:49]3[N:50]([CH2:57][CH:58]([CH3:60])[CH3:59])[C:51](=[O:56])[N:52]([CH3:55])[C:53](=[O:54])[C:48]=3[CH:47]=2)=[CH:41][CH:40]=1. Product: [CH3:22][O:23][C:24]1[CH:25]=[C:26]([CH2:32][CH2:33][CH2:34][C:35]([NH:38][C:39]2[CH:44]=[CH:43][C:42]([CH2:45][C:46]3[S:61][C:49]4[N:50]([CH2:57][CH:58]([CH3:59])[CH3:60])[C:51](=[O:56])[N:52]([CH3:55])[C:53](=[O:54])[C:48]=4[CH:47]=3)=[CH:41][CH:40]=2)=[O:37])[CH:27]=[CH:28][C:29]=1[O:30][CH3:31]. The catalyst class is: 4. (3) Reactant: [CH:1]([C:3]1[CH:10]=[CH:9][C:6]([C:7]#[N:8])=[CH:5][C:4]=1[O:11][CH3:12])=O.[CH3:13][O:14][CH2:15][C:16]([CH2:18][C:19]1[S:20][CH:21]=[C:22]([CH3:24])[N:23]=1)=[O:17].N1CCCCC1.C(O)(=O)C. Product: [CH3:12][O:11][C:4]1[CH:5]=[C:6]([CH:9]=[CH:10][C:3]=1[CH:1]=[C:18]([C:19]1[S:20][CH:21]=[C:22]([CH3:24])[N:23]=1)[C:16](=[O:17])[CH2:15][O:14][CH3:13])[C:7]#[N:8]. The catalyst class is: 4. (4) Reactant: [Cl:1][C:2]1[N:7]=[CH:6][C:5]([Cl:8])=[C:4](Cl)[N:3]=1.[CH3:10][C@@H:11]1[CH2:16][NH:15][CH2:14][CH2:13][NH:12]1.C([O-])([O-])=O.[K+].[K+]. Product: [Cl:1][C:2]1[N:3]=[C:4]([N:15]2[CH2:14][CH2:13][NH:12][C@H:11]([CH3:10])[CH2:16]2)[C:5]([Cl:8])=[CH:6][N:7]=1. The catalyst class is: 23. (5) Reactant: [C:1](Cl)(=O)C.N([C:14]([O:16][C:17]([CH3:20])(C)C)=[O:15])[C@H:6]([C:11](O)=O)[CH2:7][CH:8]([CH3:10])[CH3:9].O.CN(C(ON1N=NC2C=CC=NC1=2)=[N+](C)C)C.F[P-](F)(F)(F)(F)F.CCN(C(C)C)C(C)C. Product: [CH3:11][CH2:6][CH2:7][CH:8]([CH3:10])[CH3:9].[CH3:20][CH2:17][O:16][C:14]([CH3:1])=[O:15]. The catalyst class is: 475. (6) Reactant: [F:1][C:2]1[CH:7]=[CH:6][C:5]([C:8]2([CH3:30])[CH:17]([C:18]3[N:19]([CH3:23])[CH:20]=[CH:21][N:22]=3)[C:16](=O)[C:15]3[C:14]([C:25](OCC)=[O:26])=[CH:13][CH:12]=[CH:11][C:10]=3[NH:9]2)=[CH:4][CH:3]=1.O.[NH2:32][NH2:33]. Product: [F:1][C:2]1[CH:3]=[CH:4][C:5]([C:8]2([CH3:30])[NH:9][C:10]3[C:15]4[C:16](=[N:32][NH:33][C:25](=[O:26])[C:14]=4[CH:13]=[CH:12][CH:11]=3)[CH:17]2[C:18]2[N:19]([CH3:23])[CH:20]=[CH:21][N:22]=2)=[CH:6][CH:7]=1. The catalyst class is: 5.